This data is from Reaction yield outcomes from USPTO patents with 853,638 reactions. The task is: Predict the reaction yield, written as a fraction of the theoretical maximum amount of product (1.0 means a 100% yield; for example, 0.34 means a 34% yield). (1) The reactants are C[Sn](C)(C)[C:3]1[CH:8]=[CH:7][CH:6]=[CH:5][N:4]=1.CN(C)C=O.Br[C:17]1[N:25]2[C:20]([CH:21]=[N:22][C:23]([S:26][CH3:27])=[N:24]2)=[CH:19][CH:18]=1. The catalyst is CCOC(C)=O.C1C=CC([P]([Pd]([P](C2C=CC=CC=2)(C2C=CC=CC=2)C2C=CC=CC=2)([P](C2C=CC=CC=2)(C2C=CC=CC=2)C2C=CC=CC=2)[P](C2C=CC=CC=2)(C2C=CC=CC=2)C2C=CC=CC=2)(C2C=CC=CC=2)C2C=CC=CC=2)=CC=1. The product is [CH3:27][S:26][C:23]1[N:22]=[CH:21][C:20]2=[CH:19][CH:18]=[C:17]([C:3]3[CH:8]=[CH:7][CH:6]=[CH:5][N:4]=3)[N:25]2[N:24]=1. The yield is 0.700. (2) The yield is 0.530. No catalyst specified. The reactants are [C:1]([N:4]1[CH2:10][CH2:9][CH2:8][NH:7][CH2:6][CH2:5]1)(=[O:3])[CH3:2].CCN(C(C)C)C(C)C.F[C:21]1[CH:26]=[CH:25][C:24]([N+:27]([O-:29])=[O:28])=[CH:23][CH:22]=1. The product is [C:1]([N:4]1[CH2:10][CH2:9][CH2:8][N:7]([C:21]2[CH:26]=[CH:25][C:24]([N+:27]([O-:29])=[O:28])=[CH:23][CH:22]=2)[CH2:6][CH2:5]1)(=[O:3])[CH3:2]. (3) The reactants are [H-].[Na+].[NH2:3][C:4]1[CH:9]=[CH:8][C:7]([Br:10])=[CH:6][N:5]=1.[CH3:11]I. The catalyst is CN(C=O)C. The product is [Br:10][C:7]1[CH:8]=[CH:9][C:4]([NH:3][CH3:11])=[N:5][CH:6]=1. The yield is 0.320. (4) The reactants are CC[N:3](C1C=CC=CC=1)CC.[N:12]1[CH:17]=[CH:16][N:15]=[CH:14][C:13]=1[C:18]([OH:20])=O.Cl.CN(C)CCCN=C=NCC.ON1C2C=CC=CC=2N=N1. The catalyst is C1COCC1. The product is [N:12]1[CH:17]=[CH:16][N:15]=[CH:14][C:13]=1[C:18]([NH2:3])=[O:20]. The yield is 0.920.